Dataset: Reaction yield outcomes from USPTO patents with 853,638 reactions. Task: Predict the reaction yield, written as a fraction of the theoretical maximum amount of product (1.0 means a 100% yield; for example, 0.34 means a 34% yield). (1) The reactants are [Cl:1][C:2]1[N:7]=[CH:6][C:5]([S:8]([N:11]([CH:17]2[CH2:21][CH2:20][CH2:19][CH2:18]2)[CH2:12][CH:13]([OH:16])[CH2:14][OH:15])(=[O:10])=[O:9])=[CH:4][CH:3]=1.CO[C:24](OC)([CH3:26])[CH3:25].CC1C=CC(S(O)(=O)=O)=CC=1. The catalyst is CN(C=O)C.CCOC(C)=O. The product is [Cl:1][C:2]1[N:7]=[CH:6][C:5]([S:8]([N:11]([CH:17]2[CH2:21][CH2:20][CH2:19][CH2:18]2)[CH2:12][CH:13]2[CH2:14][O:15][C:24]([CH3:26])([CH3:25])[O:16]2)(=[O:9])=[O:10])=[CH:4][CH:3]=1. The yield is 0.980. (2) The reactants are Br[C:2]1[CH:3]=[C:4]2[CH2:10][C:9]3([CH:15]4[CH2:16][CH2:17][N:12]([CH2:13][CH2:14]4)[CH2:11]3)[O:8][C:5]2=[N:6][CH:7]=1.C1(C)C=CC=CC=1P(C1C=CC=CC=1C)C1C=CC=CC=1C.[Cl-].[Li+].C([Sn](CCCC)(CCCC)[C:47]1[O:48][CH:49]=[CH:50][CH:51]=1)CCC. The catalyst is COCCOC.C(Cl)(Cl)Cl.CO. The product is [O:48]1[CH:49]=[CH:50][CH:51]=[C:47]1[C:2]1[CH:3]=[C:4]2[CH2:10][C:9]3([CH:15]4[CH2:16][CH2:17][N:12]([CH2:13][CH2:14]4)[CH2:11]3)[O:8][C:5]2=[N:6][CH:7]=1. The yield is 0.890. (3) The product is [N:1]1([C:7]2[CH:12]=[CH:11][C:10]([NH:13][C:14]([C:16]3[CH:25]=[C:24]([O:26][CH2:37][O:36][CH2:35][CH2:34][Si:33]([CH3:40])([CH3:39])[CH3:32])[C:23]4[C:18](=[C:19]([Br:29])[CH:20]=[C:21]([O:27][CH3:28])[CH:22]=4)[N:17]=3)=[O:15])=[CH:9][CH:8]=2)[CH2:6][CH2:5][O:4][CH2:3][CH2:2]1. The reactants are [N:1]1([C:7]2[CH:12]=[CH:11][C:10]([NH:13][C:14]([C:16]3[NH:17][C:18]4[C:23]([C:24](=[O:26])[CH:25]=3)=[CH:22][C:21]([O:27][CH3:28])=[CH:20][C:19]=4[Br:29])=[O:15])=[CH:9][CH:8]=2)[CH2:6][CH2:5][O:4][CH2:3][CH2:2]1.[H-].[Na+].[CH3:32][Si:33]([CH3:40])([CH3:39])[CH2:34][CH2:35][O:36][CH2:37]Cl.O. The yield is 0.800. The catalyst is CN1CCCC1=O.CO.